Dataset: Reaction yield outcomes from USPTO patents with 853,638 reactions. Task: Predict the reaction yield, written as a fraction of the theoretical maximum amount of product (1.0 means a 100% yield; for example, 0.34 means a 34% yield). (1) The reactants are C([O:3][C:4]([C:6]1[CH:10]=[C:9]([C:11]2[CH:16]=[C:15]([Cl:17])[CH:14]=[CH:13][C:12]=2[F:18])[O:8][N:7]=1)=O)C.[H-].C([Al+]CC(C)C)C(C)C. The catalyst is ClCCl. The product is [Cl:17][C:15]1[CH:14]=[CH:13][C:12]([F:18])=[C:11]([C:9]2[O:8][N:7]=[C:6]([CH:4]=[O:3])[CH:10]=2)[CH:16]=1. The yield is 0.840. (2) The reactants are [F:1][C:2]([F:17])([F:16])[C:3]1[CH:8]=[CH:7][C:6]([C:9]2[CH:10]=[CH:11][C:12]([NH2:15])=[N:13][CH:14]=2)=[CH:5][CH:4]=1.C1C(=O)N([Br:25])C(=O)C1.C([O-])(O)=O.[Na+]. The catalyst is C(#N)C. The product is [Br:25][C:11]1[C:12]([NH2:15])=[N:13][CH:14]=[C:9]([C:6]2[CH:5]=[CH:4][C:3]([C:2]([F:1])([F:16])[F:17])=[CH:8][CH:7]=2)[CH:10]=1. The yield is 0.710. (3) The reactants are [O:1]=[C:2]1[C:11]2[C:6](=[CH:7][CH:8]=[CH:9][CH:10]=2)[C:5]([CH2:12][C:13]([OH:15])=[O:14])=[N:4][N:3]1[CH2:16][C:17]1[S:18][C:19]2[CH:25]=[CH:24][C:23]([C:26]([F:29])([F:28])[F:27])=[CH:22][C:20]=2[N:21]=1.[NH:30]([CH2:34][CH2:35][OH:36])[CH2:31][CH2:32][OH:33]. The catalyst is CC(C)=O. The product is [NH:30]([CH2:34][CH2:35][OH:36])[CH2:31][CH2:32][OH:33].[O:1]=[C:2]1[C:11]2[C:6](=[CH:7][CH:8]=[CH:9][CH:10]=2)[C:5]([CH2:12][C:13]([OH:15])=[O:14])=[N:4][N:3]1[CH2:16][C:17]1[S:18][C:19]2[CH:25]=[CH:24][C:23]([C:26]([F:29])([F:28])[F:27])=[CH:22][C:20]=2[N:21]=1. The yield is 0.810. (4) The reactants are [CH3:1][O:2][C:3]1[C:4]([C:10]2[CH:15]=[CH:14][CH:13]=[CH:12][C:11]=2[CH3:16])=[C:5]([F:9])[CH:6]=[CH:7][CH:8]=1.FC1C=CC=[C:22]([OH:31])C=1C1C=CC=CC=1C.[H-].[Na+].[CH2:34](Br)C=C.C(OCC=C)C=C.C(C1C(C(F)(F)F)=CC=C(Cl)C=1O)C=C.C(C1C=CC(F)=C(C2C=CC=CC=2C)C=1O)C=C.ClC1C=C(C=CC=1)C(OO)=O.C(=O)([O-])[O-].[K+].[K+].ClC1C2OC(CO)CC=2C(C(F)(F)F)=CC=1. The catalyst is Br.C1(C)C=C(C)C=C(C)C=1. The product is [F:9][C:5]1[CH:6]=[CH:7][C:8]2[CH2:34][CH:1]([CH2:22][OH:31])[O:2][C:3]=2[C:4]=1[C:10]1[CH:15]=[CH:14][CH:13]=[CH:12][C:11]=1[CH3:16]. The yield is 0.800.